Regression/Classification. Given a drug SMILES string, predict its absorption, distribution, metabolism, or excretion properties. Task type varies by dataset: regression for continuous measurements (e.g., permeability, clearance, half-life) or binary classification for categorical outcomes (e.g., BBB penetration, CYP inhibition). Dataset: b3db_classification. From a dataset of Blood-brain barrier permeability classification from the B3DB database. The compound is N#CC(CCN1CCC(C(N)=O)(N2CCCCC2)CC1)(c1ccccc1)c1ccccc1. The result is 1 (penetrates BBB).